From a dataset of Peptide-MHC class I binding affinity with 185,985 pairs from IEDB/IMGT. Regression. Given a peptide amino acid sequence and an MHC pseudo amino acid sequence, predict their binding affinity value. This is MHC class I binding data. (1) The peptide sequence is YIFEPEKDIR. The MHC is HLA-A03:01 with pseudo-sequence HLA-A03:01. The binding affinity (normalized) is 0. (2) The peptide sequence is YMHGSIHEV. The MHC is HLA-A03:01 with pseudo-sequence HLA-A03:01. The binding affinity (normalized) is 0.101. (3) The peptide sequence is QVFKGVVIR. The MHC is HLA-B58:01 with pseudo-sequence HLA-B58:01. The binding affinity (normalized) is 0.0847. (4) The peptide sequence is SLTIPSFYT. The MHC is HLA-B15:17 with pseudo-sequence HLA-B15:17. The binding affinity (normalized) is 0.0847. (5) The peptide sequence is TTSDFFVNY. The MHC is HLA-A24:03 with pseudo-sequence HLA-A24:03. The binding affinity (normalized) is 0.0847. (6) The peptide sequence is NLPSKPVWL. The MHC is HLA-B08:03 with pseudo-sequence HLA-B08:03. The binding affinity (normalized) is 0.0847. (7) The MHC is HLA-B58:01 with pseudo-sequence HLA-B58:01. The peptide sequence is VPPESVEAA. The binding affinity (normalized) is 0.0847.